Dataset: Catalyst prediction with 721,799 reactions and 888 catalyst types from USPTO. Task: Predict which catalyst facilitates the given reaction. (1) Reactant: [S-][C:2]#[N:3].[Na+].[Cl:5][CH2:6][C:7]1[CH:15]=[CH:14][C:10]([C:11](Cl)=[O:12])=[CH:9][CH:8]=1.[NH2:16][C:17]1[CH:18]=[C:19]([CH:31]=[CH:32][C:33]=1[NH:34][CH3:35])[O:20][C:21]1[CH:26]=[CH:25][N:24]=[C:23]([C:27](NC)=[O:28])[CH:22]=1.Cl.[CH2:37]([N:39]=C=NCCCN(C)C)C. Product: [Cl:5][CH2:6][C:7]1[CH:15]=[CH:14][C:10]([C:11]([NH:39][C:37]2[N:34]([CH3:35])[C:33]3[CH:32]=[CH:31][C:19]([O:20][C:21]4[CH:26]=[CH:25][N:24]=[C:23]([C:27]([NH:3][CH3:2])=[O:28])[CH:22]=4)=[CH:18][C:17]=3[N:16]=2)=[O:12])=[CH:9][CH:8]=1. The catalyst class is: 21. (2) Reactant: Cl[Si](C)(C)C.Br[C:7]([F:14])([F:13])[C:8]([O:10][CH2:11][CH3:12])=[O:9].[N:15]1([CH2:24]NC2CCCCC2)[C:19]2[CH:20]=[CH:21][CH:22]=[CH:23][C:18]=2N=N1. Product: [CH2:11]([O:10][C:8](=[O:9])[C:7]([F:14])([F:13])[CH2:24][NH:15][CH:19]1[CH2:20][CH2:21][CH2:22][CH2:23][CH2:18]1)[CH3:12]. The catalyst class is: 772. (3) Reactant: P([N:17]=[N+:18]=[N-:19])(=O)(OC1C=CC=CC=1)OC1C=CC=CC=1.N12CCCN=C1CCCCC2.[Br:31][C:32]1[C:33]([O:40][CH3:41])=[C:34]([CH2:38]O)[CH:35]=[CH:36][CH:37]=1. Product: [N:17]([CH2:38][C:34]1[CH:35]=[CH:36][CH:37]=[C:32]([Br:31])[C:33]=1[O:40][CH3:41])=[N+:18]=[N-:19]. The catalyst class is: 11. (4) Reactant: C([O-])=O.[NH4+].C([O:12][C:13]1[CH:22]=[C:21]2[C:16]([C:17](=[O:31])[N:18]([CH2:23][O:24][C:25](=[O:30])[C:26]([CH3:29])([CH3:28])[CH3:27])[CH:19]=[N:20]2)=[C:15]([O:32][CH2:33][C@H:34]2[CH2:38][CH2:37][CH2:36][N:35]2[C:39]([O:41][C:42]([CH3:45])([CH3:44])[CH3:43])=[O:40])[CH:14]=1)C1C=CC=CC=1. Product: [CH3:27][C:26]([CH3:29])([CH3:28])[C:25]([O:24][CH2:23][N:18]1[C:17](=[O:31])[C:16]2[C:21](=[CH:22][C:13]([OH:12])=[CH:14][C:15]=2[O:32][CH2:33][C@H:34]2[CH2:38][CH2:37][CH2:36][N:35]2[C:39]([O:41][C:42]([CH3:45])([CH3:44])[CH3:43])=[O:40])[N:20]=[CH:19]1)=[O:30]. The catalyst class is: 153. (5) Reactant: [CH:1]1([C@H:4]2[C@H:13]([CH3:14])[C@@H:12]([NH:15][C:16]3[CH:21]=[CH:20][CH:19]=[C:18]([CH3:22])[N:17]=3)[C:11]3[C:6](=[CH:7][CH:8]=[C:9]([OH:23])[N:10]=3)[N:5]2[C:24](=[O:26])[CH3:25])[CH2:3][CH2:2]1.CCN(CC)CC.[F:34][C:35]([F:55])([F:54])[S:36](N(C1C=CC(Cl)=CN=1)[S:36]([C:35]([F:55])([F:54])[F:34])(=[O:38])=[O:37])(=[O:38])=[O:37]. Product: [F:34][C:35]([F:55])([F:54])[S:36]([O:23][C:9]1[CH:8]=[CH:7][C:6]2[N:5]([C:24](=[O:26])[CH3:25])[CH:4]([CH:1]3[CH2:2][CH2:3]3)[CH:13]([CH3:14])[CH:12]([NH:15][C:16]3[CH:21]=[CH:20][CH:19]=[C:18]([CH3:22])[N:17]=3)[C:11]=2[N:10]=1)(=[O:38])=[O:37]. The catalyst class is: 79. (6) Reactant: [ClH:1].[NH:2]1[C:6]2=[N:7][CH:8]=[CH:9][C:10]([O:11][C:12]3[CH:17]=[CH:16][C:15]([NH:18]C4C(C(NC5C=CC(F)=CC=5F)=O)=CN=CC=4)=[CH:14][C:13]=3[F:36])=[C:5]2[CH:4]=[CH:3]1.[Cl:37][C:38]1[N:54]=[C:53]([CH3:55])[CH:52]=[CH:51][C:39]=1[C:40]([NH:42][C:43]1[CH:48]=[CH:47][C:46]([F:49])=[CH:45][C:44]=1[F:50])=[O:41].Cl.CN1C(=O)CCC1. Product: [ClH:37].[ClH:1].[NH:2]1[C:6]2=[N:7][CH:8]=[CH:9][C:10]([O:11][C:12]3[CH:17]=[CH:16][C:15]([NH:18][C:38]4[N:54]=[C:53]([CH3:55])[CH:52]=[CH:51][C:39]=4[C:40]([NH:42][C:43]4[CH:48]=[CH:47][C:46]([F:49])=[CH:45][C:44]=4[F:50])=[O:41])=[CH:14][C:13]=3[F:36])=[C:5]2[CH:4]=[CH:3]1. The catalyst class is: 12. (7) Reactant: [CH2:1]([NH:3][CH2:4][CH3:5])[CH3:2].[Cl:6][C:7]1[C:11]([Cl:12])=[C:10]([CH3:13])[NH:9][C:8]=1[C:14]([NH:16][C@@H:17]1[CH2:22][CH2:21][N:20]([C:23]2[S:24][C:25]([C:35]([OH:37])=[O:36])=[C:26]([C:28]([NH:30][CH2:31][CH2:32][O:33][CH3:34])=[O:29])[N:27]=2)[CH2:19][C@@H:18]1[O:38][CH3:39])=[O:15].C(Cl)Cl. Product: [Cl:6][C:7]1[C:11]([Cl:12])=[C:10]([CH3:13])[NH:9][C:8]=1[C:14]([NH:16][C@@H:17]1[CH2:22][CH2:21][N:20]([C:23]2[S:24][C:25]([C:35]([O-:37])=[O:36])=[C:26]([C:28]([NH:30][CH2:31][CH2:32][O:33][CH3:34])=[O:29])[N:27]=2)[CH2:19][C@@H:18]1[O:38][CH3:39])=[O:15].[CH2:1]([NH2+:3][CH2:4][CH3:5])[CH3:2]. The catalyst class is: 5. (8) Reactant: [Br:1][C:2]1[CH:7]=[CH:6][C:5]([CH:8]([NH:10][CH2:11][CH2:12][C:13](=[O:17])[CH:14]([CH3:16])[CH3:15])[CH3:9])=[CH:4][CH:3]=1.[C:18]([O-:21])([O-])=[O:19].[K+].[K+].Cl[C:25]([O-])=O. Product: [CH3:25][O:21][C:18](=[O:19])[N:10]([CH:8]([C:5]1[CH:4]=[CH:3][C:2]([Br:1])=[CH:7][CH:6]=1)[CH3:9])[CH2:11][CH2:12][C:13](=[O:17])[CH:14]([CH3:16])[CH3:15]. The catalyst class is: 2. (9) Reactant: [C:1](#[N:8])[C:2]1[CH:7]=[CH:6][CH:5]=[CH:4][CH:3]=1.[CH2:9]([O:11][C:12](=[O:15])[CH2:13]Cl)[CH3:10].C[CH2:17][O-:18].[Na+].O.[CH:21]1C=CC=CC=1. Product: [C:1]([C:2]1[CH:7]=[CH:6][C:5]([CH:17]2[O:18][CH:13]2[C:12]([O:11][CH2:9][CH3:10])=[O:15])=[CH:4][C:3]=1[CH3:21])#[N:8]. The catalyst class is: 8.